Dataset: Forward reaction prediction with 1.9M reactions from USPTO patents (1976-2016). Task: Predict the product of the given reaction. (1) The product is: [OH:1][C:2]1[CH:10]=[C:9]([N+:11]([O-:13])=[O:12])[CH:8]=[CH:7][C:3]=1[C:4]([O:6][CH3:19])=[O:5]. Given the reactants [OH:1][C:2]1[CH:10]=[C:9]([N+:11]([O-:13])=[O:12])[CH:8]=[CH:7][C:3]=1[C:4]([OH:6])=[O:5].S(=O)(=O)(O)O.[CH3:19]O, predict the reaction product. (2) Given the reactants [Cl:1][C:2]1[CH:7]=[C:6]([C:8]#[C:9][CH3:10])[CH:5]=[C:4]([O:11][CH3:12])[C:3]=1[C:13]1[C:14](=[O:21])[CH2:15][CH2:16][CH2:17][C:18]=1[O:19]C.Cl, predict the reaction product. The product is: [Cl:1][C:2]1[CH:7]=[C:6]([C:8]#[C:9][CH3:10])[CH:5]=[C:4]([O:11][CH3:12])[C:3]=1[CH:13]1[C:14](=[O:21])[CH2:15][CH2:16][CH2:17][C:18]1=[O:19]. (3) Given the reactants Br[C:2]1[C:10]2[C:9]([NH2:11])=[N:8][CH:7]=[N:6][C:5]=2[N:4]([C@H:12]2[CH2:15][C@@H:14]([CH2:16][N:17]3[CH2:22][CH2:21][S:20](=[O:24])(=[O:23])[CH2:19][CH2:18]3)[CH2:13]2)[CH:3]=1.[C:25]1([C:31]2[O:32][C:33]3[C:38]([CH2:39][CH:40]=2)=[CH:37][CH:36]=[C:35](B2OC(C)(C)C(C)(C)O2)[CH:34]=3)[CH:30]=[CH:29][CH:28]=[CH:27][CH:26]=1.C(=O)([O-])[O-].[Na+].[Na+].P([O-])([O-])([O-])=O.[K+].[K+].[K+], predict the reaction product. The product is: [O:23]=[S:20]1(=[O:24])[CH2:21][CH2:22][N:17]([CH2:16][C@@H:14]2[CH2:15][C@H:12]([N:4]3[C:5]4[N:6]=[CH:7][N:8]=[C:9]([NH2:11])[C:10]=4[C:2]([C:35]4[CH:34]=[C:33]5[C:38]([CH2:39][CH:40]=[C:31]([C:25]6[CH:30]=[CH:29][CH:28]=[CH:27][CH:26]=6)[O:32]5)=[CH:37][CH:36]=4)=[CH:3]3)[CH2:13]2)[CH2:18][CH2:19]1. (4) Given the reactants [CH3:1][N:2]1[CH2:7][CH2:6][N:5]([CH2:8][C:9]2[CH:10]=[CH:11][C:12]([N+:34]([O-])=O)=[C:13]([NH:15][C:16]3[S:17][C:18]([C:31]([NH2:33])=[O:32])=[C:19]([C:21]4[CH:26]=[CH:25][C:24]([C:27]([F:30])([F:29])[F:28])=[CH:23][CH:22]=4)[N:20]=3)[CH:14]=2)[CH2:4][CH2:3]1.[H][H].[CH:39]([OH:41])=[O:40], predict the reaction product. The product is: [F:28][C:27]([F:30])([F:29])[C:39]([OH:41])=[O:40].[CH3:1][N:2]1[CH2:7][CH2:6][N:5]([CH2:8][C:9]2[CH:10]=[CH:11][C:12]3[N:34]=[CH:39][N:15]([C:16]4[S:17][C:18]([C:31]([NH2:33])=[O:32])=[C:19]([C:21]5[CH:26]=[CH:25][C:24]([C:27]([F:30])([F:29])[F:28])=[CH:23][CH:22]=5)[N:20]=4)[C:13]=3[CH:14]=2)[CH2:4][CH2:3]1. (5) Given the reactants CC(C)([O-])C.[K+].[C:7]([C:9]([C:22]1[CH:27]=[CH:26][C:25]([Cl:28])=[C:24]([Cl:29])[CH:23]=1)([CH2:16][CH2:17][C:18]([O:20]C)=O)[CH2:10][CH2:11][C:12]([O:14][CH3:15])=[O:13])#[N:8].CCOC(C)=O.CCCCCCC, predict the reaction product. The product is: [C:7]([C:9]1([C:22]2[CH:27]=[CH:26][C:25]([Cl:28])=[C:24]([Cl:29])[CH:23]=2)[CH2:10][CH:11]([C:12]([O:14][CH3:15])=[O:13])[C:18](=[O:20])[CH2:17][CH2:16]1)#[N:8].